Dataset: Forward reaction prediction with 1.9M reactions from USPTO patents (1976-2016). Task: Predict the product of the given reaction. (1) Given the reactants [NH2:1][CH2:2][C:3]1[CH:4]=[CH:5][C:6]2[O:10][C:9]([NH:11][CH:12]3[CH2:17][CH2:16][N:15]([CH2:18][C:19]4[CH:24]=[C:23]([O:25][CH2:26][CH3:27])[C:22]([F:28])=[C:21]([O:29][CH2:30][CH3:31])[CH:20]=4)[CH2:14][CH2:13]3)=[N:8][C:7]=2[CH:32]=1.[C:33](O)(=[O:35])[CH3:34].Cl.CN(C)CCCN=C=NCC, predict the reaction product. The product is: [CH2:30]([O:29][C:21]1[CH:20]=[C:19]([CH:24]=[C:23]([O:25][CH2:26][CH3:27])[C:22]=1[F:28])[CH2:18][N:15]1[CH2:14][CH2:13][CH:12]([NH:11][C:9]2[O:10][C:6]3[CH:5]=[CH:4][C:3]([CH2:2][NH:1][C:33](=[O:35])[CH3:34])=[CH:32][C:7]=3[N:8]=2)[CH2:17][CH2:16]1)[CH3:31]. (2) Given the reactants [CH2:1]([O:8][C:9]1[CH:14]=[C:13]([O:15][CH3:16])[CH:12]=[CH:11][C:10]=1[CH2:17][CH:18]([OH:21])[CH2:19][OH:20])[C:2]1[CH:7]=[CH:6][CH:5]=[CH:4][CH:3]=1.[C:22]1([CH3:32])[CH:27]=[CH:26][C:25]([S:28](Cl)(=[O:30])=[O:29])=[CH:24][CH:23]=1, predict the reaction product. The product is: [CH3:32][C:22]1[CH:27]=[CH:26][C:25]([S:28]([O:20][CH2:19][CH:18]([OH:21])[CH2:17][C:10]2[CH:11]=[CH:12][C:13]([O:15][CH3:16])=[CH:14][C:9]=2[O:8][CH2:1][C:2]2[CH:3]=[CH:4][CH:5]=[CH:6][CH:7]=2)(=[O:30])=[O:29])=[CH:24][CH:23]=1. (3) Given the reactants [CH:1]1([C:4]2[C:15]3[O:14][C:11]4([CH2:13][CH2:12]4)[CH2:10][C:9]([CH3:17])([CH3:16])[C:8]=3[CH:7]=[C:6]([C:18]#[CH:19])[CH:5]=2)[CH2:3][CH2:2]1.[CH3:20][O:21][C:22](=[O:32])[CH:23]([C:25]1[CH:30]=[CH:29][C:28](I)=[CH:27][CH:26]=1)[CH3:24], predict the reaction product. The product is: [CH3:20][O:21][C:22](=[O:32])[CH:23]([C:25]1[CH:26]=[CH:27][C:28]([C:19]#[C:18][C:6]2[CH:5]=[C:4]([CH:1]3[CH2:3][CH2:2]3)[C:15]3[O:14][C:11]4([CH2:13][CH2:12]4)[CH2:10][C:9]([CH3:16])([CH3:17])[C:8]=3[CH:7]=2)=[CH:29][CH:30]=1)[CH3:24]. (4) Given the reactants [NH2:1][C:2]1[C:15]([Br:16])=[CH:14][C:5]2[C:6]([C:9]([O:11]CC)=[O:10])=[CH:7][O:8][C:4]=2[CH:3]=1.O[Li].O, predict the reaction product. The product is: [NH2:1][C:2]1[C:15]([Br:16])=[CH:14][C:5]2[C:6]([C:9]([OH:11])=[O:10])=[CH:7][O:8][C:4]=2[CH:3]=1.